The task is: Predict the reaction yield, written as a fraction of the theoretical maximum amount of product (1.0 means a 100% yield; for example, 0.34 means a 34% yield).. This data is from Reaction yield outcomes from USPTO patents with 853,638 reactions. The reactants are [OH:1][CH2:2][CH:3]=[C:4]([CH2:6][CH2:7][CH:8]=[C:9]([CH2:11][CH2:12][CH:13]=[C:14]([CH3:16])[CH3:15])[CH3:10])[CH3:5].C(OCC)(=O)C. The catalyst is CS(C)=O. The product is [CH3:15][C:14]([CH3:16])=[CH:13][CH2:12][CH2:11]/[C:9](/[CH3:10])=[CH:8]/[CH2:7][CH2:6]/[C:4](/[CH3:5])=[CH:3]/[CH:2]=[O:1]. The yield is 0.850.